From a dataset of Forward reaction prediction with 1.9M reactions from USPTO patents (1976-2016). Predict the product of the given reaction. (1) Given the reactants N(C(OC(C)C)=O)=NC(OC(C)C)=O.[CH3:15][C:16]1[CH:17]=[C:18]([OH:25])[CH:19]=[CH:20][C:21]=1[N+:22]([O-:24])=[O:23].[C:26]([O:30][C:31]([N:33]1[CH2:38][CH2:37][CH:36](O)[CH2:35][CH2:34]1)=[O:32])([CH3:29])([CH3:28])[CH3:27].C1(P(C2C=CC=CC=2)C2C=CC=CC=2)C=CC=CC=1, predict the reaction product. The product is: [C:26]([O:30][C:31]([N:33]1[CH2:38][CH2:37][CH:36]([O:25][C:18]2[CH:19]=[CH:20][C:21]([N+:22]([O-:24])=[O:23])=[C:16]([CH3:15])[CH:17]=2)[CH2:35][CH2:34]1)=[O:32])([CH3:29])([CH3:27])[CH3:28]. (2) Given the reactants [CH3:1][N:2]([CH3:14])[CH:3]1[CH2:12][CH2:11][C:10]2[C:5](=[CH:6][C:7]([NH2:13])=[CH:8][CH:9]=2)[CH2:4]1.CCCCCC.C(O)(C)C.C(NCC)C, predict the reaction product. The product is: [CH3:1][N:2]([CH3:14])[C@H:3]1[CH2:12][CH2:11][C:10]2[C:5](=[CH:6][C:7]([NH2:13])=[CH:8][CH:9]=2)[CH2:4]1.[CH3:1][N:2]([CH3:14])[C@@H:3]1[CH2:12][CH2:11][C:10]2[C:5](=[CH:6][C:7]([NH2:13])=[CH:8][CH:9]=2)[CH2:4]1. (3) Given the reactants [N:1]1([C:16]([O:18][C:19]([CH3:22])([CH3:21])[CH3:20])=[O:17])[CH2:15][CH2:14][CH2:13][C@H:2]1[C:3]([NH:5][C@H](C(N)=O)C(C)C)=[O:4].Cl.[CH2:24]1CCC(N=C=NC2CCCCC2)CC1.C1C=CC2N([OH:48])N=NC=2C=1, predict the reaction product. The product is: [N:1]1([C:16]([O:18][C:19]([CH3:22])([CH3:21])[CH3:20])=[O:17])[CH2:15][CH2:14][CH2:13][C@H:2]1[C:3]([OH:4])=[O:48].[NH:1]([C:16]([O:18][C:19]([CH3:20])([CH3:21])[CH3:22])=[O:17])[C@H:2]([C:3]([NH2:5])=[O:4])[CH:13]([CH3:14])[CH3:24]. (4) Given the reactants Br[C:2]1[CH:15]=[CH:14][C:5]2[S:6][C:7]3[CH:12]=[CH:11][C:10]([Br:13])=[CH:9][C:8]=3[C:4]=2[CH:3]=1.[CH:16]1[C:28]2[NH:27][C:26]3[C:21](=[CH:22][CH:23]=[CH:24][CH:25]=3)[C:20]=2[CH:19]=[CH:18][CH:17]=1.CC(C)([O-])C.[Na+], predict the reaction product. The product is: [Br:13][C:10]1[CH:11]=[CH:12][C:7]2[S:6][C:5]3[CH:14]=[CH:15][C:2]([N:27]4[C:28]5[CH:16]=[CH:17][CH:18]=[CH:19][C:20]=5[C:21]5[C:26]4=[CH:25][CH:24]=[CH:23][CH:22]=5)=[CH:3][C:4]=3[C:8]=2[CH:9]=1.